This data is from Full USPTO retrosynthesis dataset with 1.9M reactions from patents (1976-2016). The task is: Predict the reactants needed to synthesize the given product. (1) Given the product [Cl:33][C:30]1[CH:29]=[CH:28][C:27]([C:26]2[N:25]=[C:24]([CH2:34][O:36][CH3:37])[C:23]([C:38]([NH:8][CH:5]3[CH2:6][CH2:7][C:2]([F:9])([F:1])[CH2:3][CH2:4]3)=[O:39])=[N:22][C:21]=2[C:18]2[CH:19]=[CH:20][C:15]([Cl:14])=[CH:16][CH:17]=2)=[CH:32][CH:31]=1, predict the reactants needed to synthesize it. The reactants are: [F:1][C:2]1([F:9])[CH2:7][CH2:6][CH:5]([NH2:8])[CH2:4][CH2:3]1.C[Al](C)C.[Cl:14][C:15]1[CH:20]=[CH:19][C:18]([C:21]2[N:22]=[C:23]([CH2:38][O:39]C)[C:24]([C:34]([O:36][CH3:37])=O)=[N:25][C:26]=2[C:27]2[CH:32]=[CH:31][C:30]([Cl:33])=[CH:29][CH:28]=2)=[CH:17][CH:16]=1.Cl. (2) Given the product [CH3:22][C:23]1[CH:24]=[C:25]([CH:28]=[CH:29][C:30]=1[CH3:31])[CH2:26][O:1][C:2]1[CH:3]=[CH:4][C:5]([C:8]2[CH:12]=[C:11]([C:13]([NH2:15])=[O:14])[O:10][N:9]=2)=[CH:6][CH:7]=1, predict the reactants needed to synthesize it. The reactants are: [OH:1][C:2]1[CH:7]=[CH:6][C:5]([C:8]2[CH:12]=[C:11]([C:13]([NH2:15])=[O:14])[O:10][N:9]=2)=[CH:4][CH:3]=1.C([O-])([O-])=O.[K+].[K+].[CH3:22][C:23]1[CH:24]=[C:25]([CH:28]=[CH:29][C:30]=1[CH3:31])[CH2:26]Br. (3) The reactants are: [CH2:1]([N:8]1[C:15](=[O:16])[C@H:14]2[N:10]([C@H:11]([C:17]3[CH:22]=[CH:21][CH:20]=[CH:19][CH:18]=3)[S:12][CH2:13]2)[C:9]1=[O:23])[C:2]1[CH:7]=[CH:6][CH:5]=[CH:4][CH:3]=1.[Na].[BH4-].[BH4-].[Na+]. Given the product [CH2:1]([N:8]1[CH:15]([OH:16])[C@H:14]2[N:10]([C@H:11]([C:17]3[CH:22]=[CH:21][CH:20]=[CH:19][CH:18]=3)[S:12][CH2:13]2)[C:9]1=[O:23])[C:2]1[CH:7]=[CH:6][CH:5]=[CH:4][CH:3]=1, predict the reactants needed to synthesize it. (4) Given the product [F:1][C:2]1[CH:24]=[C:23]([F:25])[CH:22]=[CH:21][C:3]=1[CH2:4][N:5]1[C:9]2=[CH:10][N:11]=[C:12]([C:14]([N:73]([OH:74])[CH3:71])=[O:15])[CH:13]=[C:8]2[C:7]([CH2:17][N:18]([CH3:20])[CH3:19])=[CH:6]1, predict the reactants needed to synthesize it. The reactants are: [F:1][C:2]1[CH:24]=[C:23]([F:25])[CH:22]=[CH:21][C:3]=1[CH2:4][N:5]1[C:9]2=[CH:10][N:11]=[C:12]([C:14](O)=[O:15])[CH:13]=[C:8]2[C:7]([CH2:17][N:18]([CH3:20])[CH3:19])=[CH:6]1.FC1C=C(F)C=CC=1CN1C2=CN=C(C(OCC)=O)C=C2C(CN(C)C)=C1.C(OCC1C2C(=CN=C([C:71]([NH:73][OH:74])=O)C=2)N(CC2C=CC(F)=CC=2F)C=1)C1C=CC=CC=1.Cl.CNO. (5) Given the product [Cl:1][C:2]1[CH:3]=[CH:4][C:5]([N:14]2[CH:18]=[N:17][N:16]=[N:15]2)=[C:6]([CH:13]=1)[CH:7]=[O:8], predict the reactants needed to synthesize it. The reactants are: [Cl:1][C:2]1[CH:3]=[CH:4][C:5]([N:14]2[CH:18]=[N:17][N:16]=[N:15]2)=[C:6]([CH:13]=1)[C:7](N(OC)C)=[O:8].[H-].[H-].[H-].[H-].[Li+].[Al+3].O.